From a dataset of Reaction yield outcomes from USPTO patents with 853,638 reactions. Predict the reaction yield, written as a fraction of the theoretical maximum amount of product (1.0 means a 100% yield; for example, 0.34 means a 34% yield). (1) The reactants are [CH3:1][C:2]([C:7]1[NH:8][C:9]2[C:14]([CH:15]=1)=[CH:13][C:12]([N+:16]([O-:18])=[O:17])=[CH:11][CH:10]=2)([CH3:6])[C:3](O)=[O:4].C(Cl)CCl.C1C=CC2N(O)N=[N:29]C=2C=1.[Cl-].[NH4+]. The product is [CH3:1][C:2]([C:7]1[NH:8][C:9]2[C:14]([CH:15]=1)=[CH:13][C:12]([N+:16]([O-:18])=[O:17])=[CH:11][CH:10]=2)([CH3:6])[C:3]([NH2:29])=[O:4]. The catalyst is C(#N)C.CCN(CC)CC.O. The yield is 0.990. (2) The reactants are [Br:1][C:2]1[C:8]([C:9]([F:12])([F:11])[F:10])=[CH:7][C:5]([NH2:6])=[CH:4][C:3]=1[F:13].C(=O)([O-])[O-].[Ca+2].[C:19](Cl)(Cl)=[S:20]. The catalyst is ClCCl. The product is [Br:1][C:2]1[C:8]([C:9]([F:10])([F:11])[F:12])=[CH:7][C:5]([N:6]=[C:19]=[S:20])=[CH:4][C:3]=1[F:13]. The yield is 0.960. (3) The reactants are [F:1][C:2]1[CH:25]=[C:24]([N+:26]([O-:28])=[O:27])[CH:23]=[CH:22][C:3]=1[O:4][C:5]1[CH:10]=[CH:9][N:8]=[C:7]2[CH:11]=[C:12]([C:14]3[CH:15]=[C:16]([OH:21])[C:17]([OH:20])=[CH:18][CH:19]=3)[S:13][C:6]=12.Br[CH2:30][CH2:31][CH2:32][Cl:33].C(=O)([O-])[O-].[Cs+].[Cs+]. The catalyst is CN(C=O)C.CCOC(C)=O. The product is [Cl:33][CH2:32][CH2:31][CH2:30][O:21][C:16]1[CH:15]=[C:14]([C:12]2[S:13][C:6]3[C:7](=[N:8][CH:9]=[CH:10][C:5]=3[O:4][C:3]3[CH:22]=[CH:23][C:24]([N+:26]([O-:28])=[O:27])=[CH:25][C:2]=3[F:1])[CH:11]=2)[CH:19]=[CH:18][C:17]=1[O:20][CH2:30][CH2:31][CH2:32][Cl:33]. The yield is 0.620. (4) The reactants are [C:1]([N:8]1[CH2:16][CH2:15][CH2:14][C@H:10]([C:11]([OH:13])=O)[CH2:9]1)([O:3][C:4]([CH3:7])([CH3:6])[CH3:5])=[O:2].C1C=NC2N(O)N=NC=2C=1.CCN=C=NCCCN(C)C.Cl.[F:39][C:40]1[CH:41]=[C:42]([C:45]([NH:47]O)=[NH:46])[NH:43][CH:44]=1. The catalyst is C(Cl)Cl.C(#N)C. The product is [C:4]([O:3][C:1]([N:8]1[CH2:16][CH2:15][CH2:14][C@H:10]([C:11]2[O:13][N:47]=[C:45]([C:42]3[NH:43][CH:44]=[C:40]([F:39])[CH:41]=3)[N:46]=2)[CH2:9]1)=[O:2])([CH3:5])([CH3:6])[CH3:7]. The yield is 0.640. (5) The product is [CH2:43]([O:42][C:37](=[O:41])[CH:38]([O:13][P:10]([CH2:9][O:8][CH2:1][C:2]1[CH:3]=[CH:4][CH:5]=[CH:6][CH:7]=1)([O:12][C:23]1[CH:28]=[CH:27][CH:26]=[CH:25][CH:24]=1)=[O:11])[CH3:40])[CH3:44]. The reactants are [CH2:1]([O:8][CH2:9][P:10](=[O:13])([OH:12])[OH:11])[C:2]1[CH:7]=[CH:6][CH:5]=[CH:4][CH:3]=1.S(Cl)(Cl)=O.N1C=NN=N1.[C:23]1(O)[CH:28]=[CH:27][CH:26]=[CH:25][CH:24]=1.C(N(CC)CC)C.[C:37]([O:42][CH2:43][CH3:44])(=[O:41])[CH:38]([CH3:40])O. The catalyst is CC#N.C1(C)C=CC=CC=1. The yield is 0.180.